This data is from SARS-CoV-2 main protease (3CLPro) crystallographic fragment screen with 879 compounds. The task is: Binary Classification. Given a drug SMILES string, predict its activity (active/inactive) in a high-throughput screening assay against a specified biological target. (1) The drug is O=C1Nc2ccccc2CC12CCOCC2. The result is 0 (inactive). (2) The drug is Cc1ccc(CN(C)C(=O)CCl)c(C)c1. The result is 0 (inactive). (3) The molecule is CC(=O)N[C@@H](CCC(N)=O)C(=O)NCC#CBr. The result is 0 (inactive). (4) The result is 0 (inactive). The molecule is N#Cc1cc(Br)ccc1O. (5) The molecule is O=S1(=O)CC(O)C1. The result is 1 (active). (6) The molecule is CCN(CC)C(=O)c1cc(C)no1. The result is 0 (inactive). (7) The compound is CC(CO)N(C)c1ncc(Cl)cn1. The result is 0 (inactive).